Dataset: Full USPTO retrosynthesis dataset with 1.9M reactions from patents (1976-2016). Task: Predict the reactants needed to synthesize the given product. Given the product [C:1]([N:4]1[C:13]2[C:8](=[CH:9][C:10]([C:14]3[CH:15]=[N:16][N:17]([CH2:19][CH2:20][N:21]([CH3:29])[C:22](=[O:28])[O:23][C:24]([CH3:25])([CH3:27])[CH3:26])[CH:18]=3)=[CH:11][CH:12]=2)[C@H:7]([NH2:30])[C@@H:6]([CH3:41])[C@@H:5]1[CH:42]1[CH2:43][CH2:44]1)(=[O:3])[CH3:2], predict the reactants needed to synthesize it. The reactants are: [C:1]([N:4]1[C:13]2[C:8](=[CH:9][C:10]([C:14]3[CH:15]=[N:16][N:17]([CH2:19][CH2:20][N:21]([CH3:29])[C:22](=[O:28])[O:23][C:24]([CH3:27])([CH3:26])[CH3:25])[CH:18]=3)=[CH:11][CH:12]=2)[C@@H:7]([NH:30]C(OCC2C=CC=CC=2)=O)[C@H:6]([CH3:41])[C@H:5]1[CH:42]1[CH2:44][CH2:43]1)(=[O:3])[CH3:2].C(OCC)(=O)C.C([O-])=O.[NH4+].